Dataset: Reaction yield outcomes from USPTO patents with 853,638 reactions. Task: Predict the reaction yield, written as a fraction of the theoretical maximum amount of product (1.0 means a 100% yield; for example, 0.34 means a 34% yield). (1) The reactants are [P:1]([O:13][CH2:14][C:15]([CH3:27])([CH3:26])[CH2:16][CH2:17][O:18][Si](C(C)(C)C)(C)C)([O:8][C:9]([CH3:12])([CH3:11])[CH3:10])([O:3][C:4]([CH3:7])([CH3:6])[CH3:5])=[O:2].[F-].C([N+](CCCC)(CCCC)CCCC)CCC. The catalyst is C1COCC1.C(OCC)(=O)C. The product is [P:1]([O:13][CH2:14][C:15]([CH3:27])([CH3:26])[CH2:16][CH2:17][OH:18])([O:3][C:4]([CH3:5])([CH3:6])[CH3:7])([O:8][C:9]([CH3:10])([CH3:11])[CH3:12])=[O:2]. The yield is 0.750. (2) The reactants are [OH:1][CH:2]([CH2:8][C:9]([O:11][CH3:12])=[O:10])[CH2:3][C:4]([O:6][CH3:7])=[O:5].I[CH3:14]. The catalyst is CN(C=O)C. The product is [CH3:14][O:1][CH:2]([CH2:3][C:4]([O:6][CH3:7])=[O:5])[CH2:8][C:9]([O:11][CH3:12])=[O:10]. The yield is 0.820. (3) The reactants are CO[C:3](=[O:24])[C:4]1[CH:9]=[CH:8][C:7]([O:10][CH2:11][C:12]2[C:13]([C:18]3[CH:19]=[N:20][CH:21]=[CH:22][CH:23]=3)=[N:14][O:15][C:16]=2[CH3:17])=[N:6][CH:5]=1.COC(=O)C1C=CC(OCC2C(C3C=CC=C(F)C=3)=NOC=2C)=NC=1.[F:50][C:51]([F:55])([F:54])[CH2:52][NH2:53]. No catalyst specified. The product is [CH3:17][C:16]1[O:15][N:14]=[C:13]([C:18]2[CH:19]=[N:20][CH:21]=[CH:22][CH:23]=2)[C:12]=1[CH2:11][O:10][C:7]1[CH:8]=[CH:9][C:4]([C:3]([NH:53][CH2:52][C:51]([F:55])([F:54])[F:50])=[O:24])=[CH:5][N:6]=1. The yield is 0.890. (4) The reactants are CCN(C(C)C)C(C)C.Cl[C:11]1[C:12]2[C:19]([C:20]3[CH:25]=[CH:24][C:23]([O:26][CH3:27])=[CH:22][CH:21]=3)=[C:18]([C:28]3[CH:33]=[CH:32][CH:31]=[CH:30][CH:29]=3)[O:17][C:13]=2[N:14]=[CH:15][N:16]=1.[NH2:34][CH2:35][CH2:36][CH2:37][CH2:38][CH2:39][CH2:40][OH:41]. The catalyst is CN(C=O)C.C(OCC)(=O)C. The product is [CH3:27][O:26][C:23]1[CH:24]=[CH:25][C:20]([C:19]2[C:12]3[C:11]([NH:34][CH2:35][CH2:36][CH2:37][CH2:38][CH2:39][CH2:40][OH:41])=[N:16][CH:15]=[N:14][C:13]=3[O:17][C:18]=2[C:28]2[CH:33]=[CH:32][CH:31]=[CH:30][CH:29]=2)=[CH:21][CH:22]=1. The yield is 0.290. (5) The reactants are [Cl:1][C:2]1[CH:21]=[CH:20][C:5]([NH:6][C:7]2[C:16]3[C:11](=[CH:12][C:13]([OH:19])=[C:14]([O:17][CH3:18])[CH:15]=3)[N:10]=[CH:9][N:8]=2)=[C:4]([F:22])[CH:3]=1.Cl.Cl[CH2:25][C:26]1[N:27]([CH3:31])[CH:28]=[CH:29][N:30]=1. No catalyst specified. The product is [ClH:1].[Cl:1][C:2]1[CH:21]=[CH:20][C:5]([NH:6][C:7]2[C:16]3[C:11](=[CH:12][C:13]([O:19][CH2:25][C:26]4[N:27]([CH3:31])[CH:28]=[CH:29][N:30]=4)=[C:14]([O:17][CH3:18])[CH:15]=3)[N:10]=[CH:9][N:8]=2)=[C:4]([F:22])[CH:3]=1. The yield is 0.440. (6) The reactants are [CH2:1]=[CH:2][C:3](=[CH2:5])[CH3:4].[CH:6]([Si:9]([C:16]#[CH:17])([CH:13]([CH3:15])[CH3:14])[CH:10]([CH3:12])[CH3:11])([CH3:8])[CH3:7]. The catalyst is [Zn+2].[I-].[I-].C1(P(CC)C2C=CC=CC=2)C=CC=CC=1.ClCCl. The product is [CH:13]([Si:9]([CH:6]([CH3:7])[CH3:8])([CH:10]([CH3:12])[CH3:11])[C:16]1[CH2:17][CH:5]=[C:3]([CH3:4])[CH2:2][CH:1]=1)([CH3:14])[CH3:15]. The yield is 0.897. (7) The product is [Cl:15][C:16]1[CH:17]=[C:18]([N:22]2[C:27](=[O:28])[C:26]([N:2]([CH2:3][C:4]3[CH:9]=[CH:8][CH:7]=[CH:6][CH:5]=3)[CH3:1])=[C:25]([C:31]3[CH:36]=[CH:35][C:34]([S:37][CH3:38])=[CH:33][CH:32]=3)[CH:24]=[N:23]2)[CH:19]=[CH:20][CH:21]=1. The yield is 0.580. The reactants are [CH3:1][NH:2][CH2:3][C:4]1[CH:9]=[CH:8][CH:7]=[CH:6][CH:5]=1.[Li]CCCC.[Cl:15][C:16]1[CH:17]=[C:18]([N:22]2[C:27](=[O:28])[C:26](OC)=[C:25]([C:31]3[CH:36]=[CH:35][C:34]([S:37][CH3:38])=[CH:33][CH:32]=3)[CH:24]=[N:23]2)[CH:19]=[CH:20][CH:21]=1. The catalyst is O1CCCC1.